Dataset: Forward reaction prediction with 1.9M reactions from USPTO patents (1976-2016). Task: Predict the product of the given reaction. The product is: [N:31]1([CH2:2][C:3]2[N:4]=[C:5]([C:8]3[CH:9]=[C:10]([C:14]4[CH2:20][C:19](=[O:21])[NH:18][C:17]5[CH:22]=[C:23]([N:26]6[CH:30]=[CH:29][CH:28]=[CH:27]6)[CH:24]=[CH:25][C:16]=5[N:15]=4)[CH:11]=[CH:12][CH:13]=3)[S:6][CH:7]=2)[CH2:36][CH2:35][O:34][CH2:33][CH2:32]1. Given the reactants Cl[CH2:2][C:3]1[N:4]=[C:5]([C:8]2[CH:9]=[C:10]([C:14]3[CH2:20][C:19](=[O:21])[NH:18][C:17]4[CH:22]=[C:23]([N:26]5[CH:30]=[CH:29][CH:28]=[CH:27]5)[CH:24]=[CH:25][C:16]=4[N:15]=3)[CH:11]=[CH:12][CH:13]=2)[S:6][CH:7]=1.[NH:31]1[CH2:36][CH2:35][O:34][CH2:33][CH2:32]1.[I-].[K+], predict the reaction product.